Predict the reaction yield, written as a fraction of the theoretical maximum amount of product (1.0 means a 100% yield; for example, 0.34 means a 34% yield). From a dataset of Reaction yield outcomes from USPTO patents with 853,638 reactions. (1) The yield is 0.690. The reactants are [C:1]([O:5][C:6]([N:8]1[C:12]2[CH:13]=[CH:14][C:15]([O:17][CH3:18])=[CH:16][C:11]=2[N:10]=[C:9]1[C:19]1[CH:24]=[C:23](Br)[CH:22]=[CH:21][C:20]=1[F:26])=[O:7])([CH3:4])([CH3:3])[CH3:2].[CH2:27]([O:29][C:30]([CH:32]1[CH2:37][CH2:36][NH:35][CH2:34][CH2:33]1)=[O:31])[CH3:28].C(=O)([O-])[O-].[Cs+].[Cs+].C1C=CC(P(C2C(C3C(P(C4C=CC=CC=4)C4C=CC=CC=4)=CC=C4C=3C=CC=C4)=C3C(C=CC=C3)=CC=2)C2C=CC=CC=2)=CC=1. The product is [C:1]([O:5][C:6]([N:8]1[C:12]2[CH:13]=[CH:14][C:15]([O:17][CH3:18])=[CH:16][C:11]=2[N:10]=[C:9]1[C:19]1[CH:24]=[C:23]([N:35]2[CH2:36][CH2:37][CH:32]([C:30]([O:29][CH2:27][CH3:28])=[O:31])[CH2:33][CH2:34]2)[CH:22]=[CH:21][C:20]=1[F:26])=[O:7])([CH3:4])([CH3:3])[CH3:2]. The catalyst is C([O-])(=O)C.[Pd+2].C([O-])(=O)C.C1(C)C=CC=CC=1. (2) The catalyst is CO. The reactants are [F:1][C@@H:2]1[C@@H:8]([OH:9])[C@@H:7]([OH:10])[CH2:6][O:5][CH:3]1[OH:4].S(=O)(=O)(O)O. The product is [F:1][C@@H:2]1[C@@H:8]([OH:9])[C@H:7]([CH2:6][OH:5])[O:10][CH:3]1[OH:4]. The yield is 0.800. (3) The reactants are [Cl:1][C:2]1[CH:7]=[CH:6][C:5]([S:8]([NH:11][C:12]2[C:13]([C:19]3[N:20]([CH:29]([CH3:31])[CH3:30])[C:21]([C:24]([O:26]CC)=O)=[N:22][N:23]=3)=[N:14][CH:15]=[C:16]([Cl:18])[CH:17]=2)(=[O:10])=[O:9])=[CH:4][C:3]=1[C:32]([F:35])([F:34])[F:33].C1COCC1.[NH4+:41].[OH-]. The catalyst is CCOC(C)=O. The product is [Cl:1][C:2]1[CH:7]=[CH:6][C:5]([S:8]([NH:11][C:12]2[C:13]([C:19]3[N:20]([CH:29]([CH3:30])[CH3:31])[C:21]([C:24]([NH2:41])=[O:26])=[N:22][N:23]=3)=[N:14][CH:15]=[C:16]([Cl:18])[CH:17]=2)(=[O:10])=[O:9])=[CH:4][C:3]=1[C:32]([F:34])([F:35])[F:33]. The yield is 0.0800. (4) The reactants are CC#N.C(=O)=O.[CH2:7]([N:10]1[CH2:15][CH2:14][O:13][CH2:12][CH2:11]1)[C:8]#[CH:9].C([Mg]Cl)(C)C.CON(C)[C:24](=[O:26])[CH3:25]. The catalyst is C1COCC1. The product is [N:10]1([CH2:7][C:8]#[C:9][C:24](=[O:26])[CH3:25])[CH2:15][CH2:14][O:13][CH2:12][CH2:11]1. The yield is 0.711. (5) The product is [CH2:31]([N:28]1[C:23]2=[N:24][C:25]([CH2:26][CH3:27])=[C:20]([CH2:19][NH:18][C:16](=[O:17])[C:15]3[CH:40]=[CH:41][CH:42]=[C:13]([S:10]([N:9]([CH3:43])[CH2:8][C:4]4[CH:3]=[C:2]([C:62]5[CH:61]=[CH:60][CH:59]=[C:58]([CH2:57][N:54]6[CH2:55][CH2:56][NH:51][C@@H:52]([CH3:67])[CH2:53]6)[CH:63]=5)[CH:7]=[CH:6][CH:5]=4)(=[O:12])=[O:11])[CH:14]=3)[C:21]([NH:33][CH:34]3[CH2:39][CH2:38][O:37][CH2:36][CH2:35]3)=[C:22]2[CH:30]=[N:29]1)[CH3:32]. The catalyst is O1CCOCC1.O.C1C=CC([P]([Pd]([P](C2C=CC=CC=2)(C2C=CC=CC=2)C2C=CC=CC=2)([P](C2C=CC=CC=2)(C2C=CC=CC=2)C2C=CC=CC=2)[P](C2C=CC=CC=2)(C2C=CC=CC=2)C2C=CC=CC=2)(C2C=CC=CC=2)C2C=CC=CC=2)=CC=1. The reactants are Br[C:2]1[CH:3]=[C:4]([CH2:8][N:9]([CH3:43])[S:10]([C:13]2[CH:14]=[C:15]([CH:40]=[CH:41][CH:42]=2)[C:16]([NH:18][CH2:19][C:20]2[C:21]([NH:33][CH:34]3[CH2:39][CH2:38][O:37][CH2:36][CH2:35]3)=[C:22]3[CH:30]=[N:29][N:28]([CH2:31][CH3:32])[C:23]3=[N:24][C:25]=2[CH2:26][CH3:27])=[O:17])(=[O:12])=[O:11])[CH:5]=[CH:6][CH:7]=1.CC(OC([N:51]1[CH2:56][CH2:55][N:54]([CH2:57][C:58]2[CH:59]=[C:60](B(O)O)[CH:61]=[CH:62][CH:63]=2)[CH2:53][C@H:52]1[CH3:67])=O)(C)C.C([O-])([O-])=O.[K+].[K+]. The yield is 0.300. (6) The reactants are [C:1]([O:5][C:6]([N:8]1[CH2:13][CH2:12][C:11]([CH:17]([C:19]2[N:20]([S:29]([C:32]3[CH:37]=[CH:36][CH:35]=[CH:34][CH:33]=3)(=[O:31])=[O:30])[C:21]3[C:26]([CH:27]=2)=[CH:25][C:24]([F:28])=[CH:23][CH:22]=3)[OH:18])([CH2:14][CH2:15][CH3:16])[CH2:10][CH2:9]1)=[O:7])([CH3:4])([CH3:3])[CH3:2].CC(OI1(OC(C)=O)(OC(C)=O)OC(=O)C2C=CC=CC1=2)=O. The catalyst is ClCCl. The product is [C:1]([O:5][C:6]([N:8]1[CH2:9][CH2:10][C:11]([C:17]([C:19]2[N:20]([S:29]([C:32]3[CH:33]=[CH:34][CH:35]=[CH:36][CH:37]=3)(=[O:31])=[O:30])[C:21]3[C:26]([CH:27]=2)=[CH:25][C:24]([F:28])=[CH:23][CH:22]=3)=[O:18])([CH2:14][CH2:15][CH3:16])[CH2:12][CH2:13]1)=[O:7])([CH3:2])([CH3:3])[CH3:4]. The yield is 0.950. (7) The reactants are [Cl:1][C:2]1[CH:3]=[C:4]([C@:8]2([OH:17])[O:13][CH2:12][C:11]([CH3:15])([CH3:14])[NH:10][C@H:9]2[CH3:16])[CH:5]=[CH:6][CH:7]=1. The catalyst is C(OCC)C. The product is [ClH:1].[Cl:1][C:2]1[CH:3]=[C:4]([C@:8]2([OH:17])[O:13][CH2:12][C:11]([CH3:14])([CH3:15])[NH:10][C@H:9]2[CH3:16])[CH:5]=[CH:6][CH:7]=1. The yield is 0.930.